This data is from Peptide-MHC class I binding affinity with 185,985 pairs from IEDB/IMGT. The task is: Regression. Given a peptide amino acid sequence and an MHC pseudo amino acid sequence, predict their binding affinity value. This is MHC class I binding data. (1) The peptide sequence is YYKDDISYF. The MHC is HLA-A26:03 with pseudo-sequence HLA-A26:03. The binding affinity (normalized) is 0.0847. (2) The peptide sequence is TGIAIIAYI. The MHC is HLA-B18:01 with pseudo-sequence HLA-B18:01. The binding affinity (normalized) is 0.0847. (3) The peptide sequence is LPAQLTATA. The MHC is HLA-B08:01 with pseudo-sequence HLA-B08:01. The binding affinity (normalized) is 0.0847. (4) The peptide sequence is ALGGSCHTT. The MHC is HLA-A02:01 with pseudo-sequence HLA-A02:01. The binding affinity (normalized) is 0.0847. (5) The peptide sequence is AVQTNWQKL. The MHC is Patr-B0101 with pseudo-sequence Patr-B0101. The binding affinity (normalized) is 0.180.